The task is: Predict which catalyst facilitates the given reaction.. This data is from Catalyst prediction with 721,799 reactions and 888 catalyst types from USPTO. (1) Reactant: [OH-].[Na+].[O:3]=[C:4]1[C:8]([C:9]2[CH:14]=[CH:13][C:12]([C:15]([F:18])([F:17])[F:16])=[CH:11][CH:10]=2)=[N:7][C:6]2([CH2:23][CH2:22][CH2:21][CH2:20][CH2:19]2)[N:5]1[CH2:24][C:25]([O:27]CC)=[O:26]. Product: [O:3]=[C:4]1[C:8]([C:9]2[CH:14]=[CH:13][C:12]([C:15]([F:18])([F:16])[F:17])=[CH:11][CH:10]=2)=[N:7][C:6]2([CH2:23][CH2:22][CH2:21][CH2:20][CH2:19]2)[N:5]1[CH2:24][C:25]([OH:27])=[O:26]. The catalyst class is: 24. (2) Reactant: [CH3:1][CH:2]1[C@H:10]2[N:6]([CH2:7][CH2:8][CH2:9]2)[C:5](=O)[CH:4]=[C:3]1N1CCCC1.[H-].[Al+3].[Li+].[H-].[H-].[H-].[OH-].[Na+].C([OH:27])C. Product: [CH3:1][CH:2]1[C@H:10]2[N:6]([CH2:7][CH2:8][CH2:9]2)[CH2:5][CH2:4][C:3]1=[O:27]. The catalyst class is: 7.